The task is: Predict the product of the given reaction.. This data is from Forward reaction prediction with 1.9M reactions from USPTO patents (1976-2016). (1) Given the reactants [O:1]1[CH:5]=[CH:4][CH:3]=[C:2]1[C:6]1[NH:14][C:13]([NH2:15])=[N:12][C:11]2[C:7]=1[N:8]=[CH:9][N:10]=2.[CH:16]1([CH2:22][CH2:23]O)[CH2:21][CH2:20][CH2:19][CH2:18][CH2:17]1.N(C(OC(C)(C)C)=O)=NC(OC(C)(C)C)=O, predict the reaction product. The product is: [CH:16]1([CH2:22][CH2:23][N:10]2[CH:9]=[N:8][C:7]3[C:11]2=[N:12][C:13]([NH2:15])=[N:14][C:6]=3[C:2]2[O:1][CH:5]=[CH:4][CH:3]=2)[CH2:21][CH2:20][CH2:19][CH2:18][CH2:17]1. (2) Given the reactants Br[C:2]1[CH:7]=[CH:6][C:5]([Br:8])=[CH:4][N:3]=1.[Li]CCCC.CN([CH:17]=[O:18])C.[BH4-].[Na+].[CH3:21][C:22]([Si:25](Cl)([CH3:27])[CH3:26])([CH3:24])[CH3:23].N1C=CN=C1, predict the reaction product. The product is: [Br:8][C:5]1[CH:6]=[CH:7][C:2]([CH2:17][O:18][Si:25]([C:22]([CH3:24])([CH3:23])[CH3:21])([CH3:27])[CH3:26])=[N:3][CH:4]=1. (3) Given the reactants Cl.Cl.[Cl:3][C:4]1[C:5]([C:21]#[N:22])=[C:6]2[N:11]([C:12]=1[C:13]1[CH:14]=[N:15][CH:16]=[CH:17][CH:18]=1)[CH2:10][CH2:9][C:8]([Cl:19])=[C:7]2Cl.[OH-].[K+].O, predict the reaction product. The product is: [Cl:3][C:4]1[C:5]([C:21]#[N:22])=[C:6]2[N:11]([C:12]=1[C:13]1[CH:14]=[N:15][CH:16]=[CH:17][CH:18]=1)[CH:10]=[CH:9][C:8]([Cl:19])=[CH:7]2. (4) The product is: [F:1][C:2]1[CH:3]=[C:4]([CH:36]=[CH:37][CH:38]=1)[CH2:5][N:6]1[C:11](=[O:12])[CH:10]=[CH:9][C:8]([CH2:13][C:14]2[C:22]3[C:17](=[CH:18][CH:19]=[CH:20][CH:21]=3)[N:16]([CH2:23][C:24]([OH:26])=[O:25])[C:15]=2[CH3:35])=[N:7]1. Given the reactants [F:1][C:2]1[CH:3]=[C:4]([CH:36]=[CH:37][CH:38]=1)[CH2:5][N:6]1[C:11](=[O:12])[CH:10]=[CH:9][C:8]([CH2:13][C:14]2[C:22]3[C:17](=[CH:18][CH:19]=[CH:20][CH:21]=3)[N:16]([CH2:23][C:24]([O:26]CC3C=CC=C(F)C=3)=[O:25])[C:15]=2[CH3:35])=[N:7]1.[OH-].[Na+].Cl, predict the reaction product. (5) Given the reactants [NH2:1][C:2]([C:9]1[S:10][CH:11]=[CH:12][CH:13]=1)([CH3:8])[C:3](OCC)=[O:4].[BH4-].[Na+], predict the reaction product. The product is: [NH2:1][C:2]([C:9]1[S:10][CH:11]=[CH:12][CH:13]=1)([CH3:8])[CH2:3][OH:4]. (6) Given the reactants [CH3:1][C:2]1[CH:3]=[C:4]([CH2:14][CH2:15][C:16]([C:18]2[S:19][C:20]([CH3:29])=[C:21]([C:23]3[CH:28]=[CH:27][CH:26]=[CH:25][CH:24]=3)[CH:22]=2)=[O:17])[CH:5]=[C:6]([CH3:13])[C:7]=1[O:8][CH2:9][CH:10]1[CH2:12][O:11]1.[CH3:30][NH2:31], predict the reaction product. The product is: [OH:11][CH:10]([CH2:12][NH:31][CH3:30])[CH2:9][O:8][C:7]1[C:6]([CH3:13])=[CH:5][C:4]([CH2:14][CH2:15][C:16]([C:18]2[S:19][C:20]([CH3:29])=[C:21]([C:23]3[CH:24]=[CH:25][CH:26]=[CH:27][CH:28]=3)[CH:22]=2)=[O:17])=[CH:3][C:2]=1[CH3:1]. (7) Given the reactants [N:1]1([CH:5]2[CH2:10][CH2:9][N:8]([C:11]([NH:13][C:14]3[CH:19]=[C:18]([O:20][C:21]4[CH:26]=[CH:25][C:24]([NH:27]C(=O)OCC5C=CC=CC=5)=[C:23]([F:38])[CH:22]=4)[CH:17]=[CH:16][N:15]=3)=[O:12])[CH2:7][CH2:6]2)[CH2:4][CH2:3][CH2:2]1, predict the reaction product. The product is: [NH2:27][C:24]1[CH:25]=[CH:26][C:21]([O:20][C:18]2[CH:17]=[CH:16][N:15]=[C:14]([NH:13][C:11]([N:8]3[CH2:9][CH2:10][CH:5]([N:1]4[CH2:4][CH2:3][CH2:2]4)[CH2:6][CH2:7]3)=[O:12])[CH:19]=2)=[CH:22][C:23]=1[F:38].